Dataset: Reaction yield outcomes from USPTO patents with 853,638 reactions. Task: Predict the reaction yield, written as a fraction of the theoretical maximum amount of product (1.0 means a 100% yield; for example, 0.34 means a 34% yield). (1) The reactants are [F:1][C:2]([F:43])([F:42])[C:3]1[CH:4]=[C:5]([C:13]([CH3:41])([CH3:40])[C:14]([N:16]([C:18]2[C:19]([C:32]3[CH:37]=[CH:36][C:35]([F:38])=[CH:34][C:33]=3[CH3:39])=[CH:20][C:21]([N:24]3[CH2:29][CH2:28][CH:27]([CH2:30]O)[CH2:26][CH2:25]3)=[N:22][CH:23]=2)[CH3:17])=[O:15])[CH:6]=[C:7]([C:9]([F:12])([F:11])[F:10])[CH:8]=1.[CH3:44][S:45](Cl)(=O)=O.C(N(CC)CC)C. The catalyst is ClCCl.O. The product is [F:1][C:2]([F:43])([F:42])[C:3]1[CH:4]=[C:5]([C:13]([CH3:41])([CH3:40])[C:14]([N:16]([C:18]2[C:19]([C:32]3[CH:37]=[CH:36][C:35]([F:38])=[CH:34][C:33]=3[CH3:39])=[CH:20][C:21]([N:24]3[CH2:29][CH2:28][CH:27]([CH2:30][S:45][CH3:44])[CH2:26][CH2:25]3)=[N:22][CH:23]=2)[CH3:17])=[O:15])[CH:6]=[C:7]([C:9]([F:12])([F:11])[F:10])[CH:8]=1. The yield is 0.630. (2) The reactants are [C:1]([O:5][C:6]([NH:8][CH:9]([CH3:13])[C:10]([OH:12])=O)=[O:7])([CH3:4])([CH3:3])[CH3:2].C1C=CC2N(O)N=NC=2C=1.CN1C(=O)CCC1.CCN=C=NCCCN(C)C.[NH:42]1[CH2:47][CH2:46][S:45][CH2:44][CH2:43]1. The catalyst is C(Cl)Cl. The product is [C:1]([O:5][C:6](=[O:7])[NH:8][CH:9]([CH3:13])[C:10](=[O:12])[N:42]1[CH2:47][CH2:46][S:45][CH2:44][CH2:43]1)([CH3:2])([CH3:3])[CH3:4]. The yield is 0.980. (3) The product is [CH3:17][CH:18]1[CH2:23][CH2:22][CH2:21][CH:20]([C:24]([N:12]2[CH2:11][CH2:10][N:9]([C:4]3[C:3]([C:2]([F:1])([F:15])[F:16])=[CH:8][CH:7]=[CH:6][N:5]=3)[CH2:14][CH2:13]2)=[O:25])[CH2:19]1. The yield is 0.450. The reactants are [F:1][C:2]([F:16])([F:15])[C:3]1[C:4]([N:9]2[CH2:14][CH2:13][NH:12][CH2:11][CH2:10]2)=[N:5][CH:6]=[CH:7][CH:8]=1.[CH3:17][CH:18]1[CH2:23][CH2:22][CH2:21][CH:20]([C:24](O)=[O:25])[CH2:19]1.F[P-](F)(F)(F)(F)F.N1(O[P+](N(C)C)(N(C)C)N(C)C)C2C=CC=CC=2N=N1. The catalyst is CN(C)C=O. (4) The reactants are [CH:1]([C@H:14]1[CH2:20][C@@H:19]2[C@@H:17]([O:18]2)[CH2:16][O:15]1)([C:8]1[CH:13]=[CH:12][CH:11]=[CH:10][CH:9]=1)[C:2]1[CH:7]=[CH:6][CH:5]=[CH:4][CH:3]=1.[H-].[H-].[H-].[H-].[Li+].[Al+3].C1OCCOCCOCCOC1. The catalyst is CCCCC. The product is [CH:1]([C@@H:14]1[O:15][CH2:16][C@H:17]([OH:18])[CH2:19][CH2:20]1)([C:8]1[CH:13]=[CH:12][CH:11]=[CH:10][CH:9]=1)[C:2]1[CH:3]=[CH:4][CH:5]=[CH:6][CH:7]=1. The yield is 0.770. (5) The reactants are [C:1]([O:5][C:6]([NH:8][C@@H:9]([C:13]([O:16][CH3:17])([CH3:15])[CH3:14])[C:10]([OH:12])=[O:11])=[O:7])(C)(C)C.FC(F)(F)C(O)=O.[OH-].[Na+].ClC(OC)=O. The catalyst is C(Cl)Cl.CCOC(C)=O. The product is [CH3:17][O:16][C:13]([CH3:15])([CH3:14])[C@H:9]([NH:8][C:6]([O:5][CH3:1])=[O:7])[C:10]([OH:12])=[O:11]. The yield is 0.710. (6) The reactants are [Cl:1][C:2]1[CH:9]=[C:8](F)[CH:7]=[CH:6][C:3]=1[C:4]#[N:5].[NH2:11][C@H:12]([C:16]([OH:18])=[O:17])[CH:13]([CH3:15])[CH3:14].C(=O)([O-])[O-].[Cs+].[Cs+].C(OCC)(=O)C. The catalyst is CS(C)=O. The product is [Cl:1][C:2]1[CH:9]=[C:8]([NH:11][C@H:12]([C:16]([OH:18])=[O:17])[CH:13]([CH3:15])[CH3:14])[CH:7]=[CH:6][C:3]=1[C:4]#[N:5]. The yield is 1.00.